Dataset: Full USPTO retrosynthesis dataset with 1.9M reactions from patents (1976-2016). Task: Predict the reactants needed to synthesize the given product. (1) The reactants are: [C:1]1([CH:8]=[CH:7][CH:6]=[C:4]([OH:5])[CH:3]=1)[OH:2].[C:9](O)(=[O:16])[C:10]1[CH:15]=[CH:14][CH:13]=[CH:12][CH:11]=1.B(F)(F)F. Given the product [OH:2][C:1]1[CH:3]=[C:4]([OH:5])[CH:6]=[CH:7][C:8]=1[C:9]([C:10]1[CH:15]=[CH:14][CH:13]=[CH:12][CH:11]=1)=[O:16], predict the reactants needed to synthesize it. (2) Given the product [Cl:14][C:15]1[CH:33]=[CH:32][C:31]([F:34])=[CH:30][C:16]=1[O:17][CH:18]1[CH2:23][CH2:22][N:21]([C:24](=[O:29])[CH2:25][C:26]([NH:13][C:10]2[CH:9]=[CH:8][C:7]([C:1]3[CH:2]=[CH:3][CH:4]=[CH:5][CH:6]=3)=[CH:12][N:11]=2)=[O:27])[CH2:20][CH2:19]1, predict the reactants needed to synthesize it. The reactants are: [C:1]1([C:7]2[CH:8]=[CH:9][C:10]([NH2:13])=[N:11][CH:12]=2)[CH:6]=[CH:5][CH:4]=[CH:3][CH:2]=1.[Cl:14][C:15]1[CH:33]=[CH:32][C:31]([F:34])=[CH:30][C:16]=1[O:17][CH:18]1[CH2:23][CH2:22][N:21]([C:24](=[O:29])[CH2:25][C:26](O)=[O:27])[CH2:20][CH2:19]1.CC(C)N=C=NC(C)C. (3) Given the product [CH2:1]([O:8][C:9]1[CH:10]=[C:11]([CH:16]=[C:17]([N:19]([C:20]([O:22][C:23]([CH3:26])([CH3:25])[CH3:24])=[O:21])[CH2:28][CH:27]2[CH2:30][CH2:29]2)[CH:18]=1)[C:12]([O:14][CH3:15])=[O:13])[C:2]1[CH:7]=[CH:6][CH:5]=[CH:4][CH:3]=1, predict the reactants needed to synthesize it. The reactants are: [CH2:1]([O:8][C:9]1[CH:10]=[C:11]([CH:16]=[C:17]([NH:19][C:20]([O:22][C:23]([CH3:26])([CH3:25])[CH3:24])=[O:21])[CH:18]=1)[C:12]([O:14][CH3:15])=[O:13])[C:2]1[CH:7]=[CH:6][CH:5]=[CH:4][CH:3]=1.[C:27](O[K])([CH3:30])([CH3:29])[CH3:28].BrCC1CC1.O. (4) Given the product [Br:11][C:8]1[CH:7]=[C:4]([CH:3]=[C:2]([F:1])[C:9]=1[OH:10])[CH:5]=[O:6], predict the reactants needed to synthesize it. The reactants are: [F:1][C:2]1[CH:3]=[C:4]([CH:7]=[CH:8][C:9]=1[OH:10])[CH:5]=[O:6].[Br:11]Br.